This data is from Reaction yield outcomes from USPTO patents with 853,638 reactions. The task is: Predict the reaction yield, written as a fraction of the theoretical maximum amount of product (1.0 means a 100% yield; for example, 0.34 means a 34% yield). (1) The reactants are [CH3:1][O:2][C:3]1[CH:4]=[C:5]([CH:35]=[CH:36][CH:37]=1)[CH2:6][CH2:7][O:8][C:9]1[CH:10]=[C:11]([B:26]2[O:30]C(C)(C)C(C)(C)[O:27]2)[CH:12]=[CH:13][C:14]=1[O:15][CH2:16][CH2:17][C:18]1[CH:23]=[CH:22][CH:21]=[C:20]([O:24][CH3:25])[CH:19]=1.I([O-])(=O)(=O)=O.[Na+].C([O-])(=O)C.[NH4+].Cl. The catalyst is CC(C)=O.CCOC(C)=O.O. The product is [CH3:1][O:2][C:3]1[CH:4]=[C:5]([CH:35]=[CH:36][CH:37]=1)[CH2:6][CH2:7][O:8][C:9]1[CH:10]=[C:11]([B:26]([OH:30])[OH:27])[CH:12]=[CH:13][C:14]=1[O:15][CH2:16][CH2:17][C:18]1[CH:23]=[CH:22][CH:21]=[C:20]([O:24][CH3:25])[CH:19]=1. The yield is 0.870. (2) The reactants are [CH2:1]1[CH:6]2[CH2:7][C:8]3([NH2:11])[CH2:10][CH:4]([CH2:5]2)[CH2:3][CH:2]1[CH2:9]3.[O:12]1[CH:16]=[CH:15][CH:14]=[C:13]1[C:17]1[N:22]=[CH:21][C:20]([CH:23]=O)=[CH:19][N:18]=1. No catalyst specified. The product is [O:12]1[CH:16]=[CH:15][CH:14]=[C:13]1[C:17]1[N:18]=[CH:19][C:20]([CH2:23][NH:11][C:8]23[CH2:10][CH:4]4[CH2:5][CH:6]([CH2:1][CH:2]([CH2:3]4)[CH2:9]2)[CH2:7]3)=[CH:21][N:22]=1. The yield is 0.720. (3) The reactants are [N:1]1([C:7]2[C:12]([C:13]([O:15][CH3:16])=[O:14])=[CH:11][N:10]=[C:9]3[NH:17][CH:18]=[CH:19][C:8]=23)[CH2:6][CH2:5][NH:4][CH2:3][CH2:2]1.[C:20]([O:24][C:25]([NH:27][C@H:28]([CH2:32][C:33]1[CH:38]=[CH:37][C:36]([Cl:39])=[CH:35][CH:34]=1)[C:29](O)=[O:30])=[O:26])([CH3:23])([CH3:22])[CH3:21].C1C=CC2N(O)N=NC=2C=1.O.CCN=C=NCCCN(C)C.C(N(CC)CC)C. The catalyst is C(Cl)Cl. The product is [C:20]([O:24][C:25]([NH:27][C@H:28]([CH2:32][C:33]1[CH:38]=[CH:37][C:36]([Cl:39])=[CH:35][CH:34]=1)[C:29]([N:4]1[CH2:3][CH2:2][N:1]([C:7]2[C:12]([C:13]([O:15][CH3:16])=[O:14])=[CH:11][N:10]=[C:9]3[NH:17][CH:18]=[CH:19][C:8]=23)[CH2:6][CH2:5]1)=[O:30])=[O:26])([CH3:23])([CH3:21])[CH3:22]. The yield is 0.294. (4) The reactants are C1(C)C=CC=CC=1.[NH:8]1[C:12]2[CH:13]=[CH:14][CH:15]=[CH:16][C:11]=2[N:10]=[N:9]1.[CH3:17][S:18](Cl)(=[O:20])=[O:19].N1C=CC=CC=1. The catalyst is O.C(OCC)(=O)C. The product is [CH3:17][S:18]([N:8]1[C:12]2[CH:13]=[CH:14][CH:15]=[CH:16][C:11]=2[N:10]=[N:9]1)(=[O:20])=[O:19]. The yield is 0.790. (5) The reactants are [N+:1]([C:4]1[CH:5]=[C:6]2[C:11](=[O:12])[O:10][C:8](=O)[C:7]2=[CH:13][CH:14]=1)([O-:3])=[O:2].[NH2:15][CH2:16][CH2:17][C:18]([OH:20])=[O:19]. No catalyst specified. The product is [N+:1]([C:4]1[CH:5]=[C:6]2[C:11](=[O:12])[N:15]([CH2:16][CH2:17][C:18]([OH:20])=[O:19])[C:8](=[O:10])[C:7]2=[CH:13][CH:14]=1)([O-:3])=[O:2]. The yield is 0.900. (6) The reactants are C(N(CC)CC)C.Cl.[CH3:9][S:10]([C:13]1[CH:32]=[CH:31][C:16]([CH2:17][O:18][C:19]2[CH:20]=[N:21][C:22]([N:25]3[CH2:30][CH2:29][NH:28][CH2:27][CH2:26]3)=[N:23][CH:24]=2)=[CH:15][CH:14]=1)(=[O:12])=[O:11].[C:33](=O)([O:42][CH:43]1[CH2:46][O:45][CH2:44]1)[O:34]N1C(=O)CCC1=O. The catalyst is C(Cl)Cl. The product is [CH3:9][S:10]([C:13]1[CH:14]=[CH:15][C:16]([CH2:17][O:18][C:19]2[CH:20]=[N:21][C:22]([N:25]3[CH2:30][CH2:29][N:28]([C:33]([O:42][CH:43]4[CH2:46][O:45][CH2:44]4)=[O:34])[CH2:27][CH2:26]3)=[N:23][CH:24]=2)=[CH:31][CH:32]=1)(=[O:12])=[O:11]. The yield is 0.660. (7) The reactants are [CH3:1][C:2]1([CH3:18])[C:6]([CH3:8])([CH3:7])[O:5][B:4]([C:9]2[CH:17]=[CH:16][C:12]([C:13]([OH:15])=O)=[CH:11][CH:10]=2)[O:3]1.C(Cl)CCl.C1C=CC2N(O)N=NC=2C=1.C(N(C(C)C)CC)(C)C.[N:42]1([CH2:47][CH2:48][NH2:49])[CH2:46][CH2:45][CH2:44][CH2:43]1. The catalyst is C(Cl)Cl.CCOC(C)=O. The product is [N:42]1([CH2:47][CH2:48][NH:49][C:13](=[O:15])[C:12]2[CH:11]=[CH:10][C:9]([B:4]3[O:5][C:6]([CH3:7])([CH3:8])[C:2]([CH3:1])([CH3:18])[O:3]3)=[CH:17][CH:16]=2)[CH2:46][CH2:45][CH2:44][CH2:43]1. The yield is 0.668. (8) The reactants are C[O:2][C:3]([C:5]1[CH:22]=[C:21]2[C:8]([S:9](=[O:24])(=[O:23])[NH:10][C:11]3[C:20]2=[CH:19][CH:18]=[C:17]2[C:12]=3[N:13]=[CH:14][CH:15]=[CH:16]2)=[CH:7][CH:6]=1)=O.[NH3:25]. The catalyst is CO. The product is [O:23]=[S:9]1(=[O:24])[C:8]2[C:21](=[CH:22][C:5]([C:3]([NH2:25])=[O:2])=[CH:6][CH:7]=2)[C:20]2[C:11](=[C:12]3[C:17](=[CH:18][CH:19]=2)[CH:16]=[CH:15][CH:14]=[N:13]3)[NH:10]1. The yield is 0.170.